This data is from Forward reaction prediction with 1.9M reactions from USPTO patents (1976-2016). The task is: Predict the product of the given reaction. (1) Given the reactants [N+]([O-])([O-])=O.[NH4+].[Ce].[CH3:7][C:8]1[CH:13]=[C:12]([CH3:14])[N:11]=[C:10]([O:15][C@H:16]2[C@:19]3([C:39]4[CH:44]=[CH:43][CH:42]=[C:41]([C:45]([F:48])([F:47])[F:46])[CH:40]=4)[C:20]4[CH:38]=[CH:37][CH:36]=[CH:35][C:21]=4[N:22](CC4C=CC(OC)=CC=4)[C:23](=[O:25])[CH2:24][N:18]3[C:17]2=[O:49])[N:9]=1, predict the reaction product. The product is: [CH3:14][C:12]1[CH:13]=[C:8]([CH3:7])[N:9]=[C:10]([O:15][C@H:16]2[C@:19]3([C:39]4[CH:44]=[CH:43][CH:42]=[C:41]([C:45]([F:48])([F:47])[F:46])[CH:40]=4)[C:20]4[CH:38]=[CH:37][CH:36]=[CH:35][C:21]=4[NH:22][C:23](=[O:25])[CH2:24][N:18]3[C:17]2=[O:49])[N:11]=1. (2) Given the reactants [C:1]([CH:9]1[CH2:15][CH2:14][O:13][C:12]2[CH:16]=[C:17]([N:20]3[CH2:24][C@H:23]([CH2:25][NH:26][C:27](=[O:29])[CH3:28])[O:22][C:21]3=[O:30])[CH:18]=[CH:19][C:11]=2[C:10]1=[O:31])(=O)C1C=CC=CC=1.[NH2:32]OS(O)(=O)=O.C(=O)(O)[O-].[Na+], predict the reaction product. The product is: [O:31]1[C:10]2[C:11]3[CH:19]=[CH:18][C:17]([N:20]4[CH2:24][C@H:23]([CH2:25][NH:26][C:27](=[O:29])[CH3:28])[O:22][C:21]4=[O:30])=[CH:16][C:12]=3[O:13][CH2:14][CH2:15][C:9]=2[CH:1]=[N:32]1. (3) Given the reactants [N:1]1[CH:6]=[CH:5][CH:4]=[CH:3][C:2]=1[C:7](=[CH2:10])[C:8]#[N:9].[OH-:11].[K+], predict the reaction product. The product is: [N:1]1[CH:6]=[CH:5][CH:4]=[CH:3][C:2]=1[C:7](=[CH2:10])[C:8]([NH2:9])=[O:11]. (4) Given the reactants [Cl:1][C:2]1[CH:10]=[CH:9][CH:8]=[C:7]2[C:3]=1[CH:4]=[CH:5][NH:6]2.[F:11][C:12]([F:23])([F:22])[C:13](O[C:13](=[O:14])[C:12]([F:23])([F:22])[F:11])=[O:14], predict the reaction product. The product is: [Cl:1][C:2]1[CH:10]=[CH:9][CH:8]=[C:7]2[C:3]=1[C:4]([C:13](=[O:14])[C:12]([F:23])([F:22])[F:11])=[CH:5][NH:6]2. (5) Given the reactants [Cl:1][C:2]1[C:7]([N:8]2[CH2:13][CH2:12][CH:11]([C:14]3[CH:19]=[CH:18][CH:17]=[C:16]([Cl:20])[C:15]=3[Cl:21])[CH2:10][CH2:9]2)=[CH:6][N:5]=[N:4][C:3]=1[NH:22][NH:23][C:24](=[O:30])[CH2:25][C:26]([F:29])([F:28])[F:27].P(Cl)(Cl)(Cl)=[O:32], predict the reaction product. The product is: [C:24]([O-:30])(=[O:32])[CH3:25].[NH4+:4].[Cl:1][C:2]1[C:3]2[N:4]([C:24]([CH2:25][C:26]([F:29])([F:28])[F:27])=[N:23][N:22]=2)[N:5]=[CH:6][C:7]=1[N:8]1[CH2:13][CH2:12][CH:11]([C:14]2[CH:19]=[CH:18][CH:17]=[C:16]([Cl:20])[C:15]=2[Cl:21])[CH2:10][CH2:9]1.